This data is from Forward reaction prediction with 1.9M reactions from USPTO patents (1976-2016). The task is: Predict the product of the given reaction. (1) Given the reactants [CH3:1][O:2][C:3]1[CH:4]=[C:5]([CH:25]=[CH:26][C:27]=1[O:28][CH3:29])[CH2:6][N:7]1[C:12](=[O:13])[C:11]([CH3:14])=[C:10]([C:15]2[CH:20]=[CH:19][C:18]([OH:21])=[CH:17][C:16]=2[CH3:22])[N:9]([CH3:23])[C:8]1=[O:24].Cl[C:31]1[N:32]=[CH:33][CH:34]=[C:35]2[C:40]=1[N:39]=[CH:38][CH:37]=[CH:36]2.C(=O)([O-])[O-].[Cs+].[Cs+].C(P(C(C)(C)C)C1C(C)=C(C)C(C)=C(C)C=1C1C(C(C)C)=CC(C(C)C)=CC=1C(C)C)(C)(C)C, predict the reaction product. The product is: [CH3:1][O:2][C:3]1[CH:4]=[C:5]([CH:25]=[CH:26][C:27]=1[O:28][CH3:29])[CH2:6][N:7]1[C:12](=[O:13])[C:11]([CH3:14])=[C:10]([C:15]2[CH:20]=[CH:19][C:18]([O:21][C:31]3[N:32]=[CH:33][CH:34]=[C:35]4[C:40]=3[N:39]=[CH:38][CH:37]=[CH:36]4)=[CH:17][C:16]=2[CH3:22])[N:9]([CH3:23])[C:8]1=[O:24]. (2) Given the reactants C(Cl)(Cl)Cl.[CH3:5][C:6]1[N:7]=[CH:8][C:9]([CH3:15])([N+:12]([O-:14])=[O:13])[CH2:10][CH:11]=1.C(N)(N)=[O:17].OO.FC(F)(F)C(OC(=O)C(F)(F)F)=O, predict the reaction product. The product is: [CH3:5][C:6]1[N+:7]([O-:17])=[CH:8][C:9]([CH3:15])([N+:12]([O-:14])=[O:13])[CH2:10][CH:11]=1. (3) Given the reactants [Br:1][C:2]1[CH:7]=[CH:6][C:5]([CH2:8][CH2:9][NH2:10])=[CH:4][CH:3]=1.C(N(CC)CC)C.[C:18]([C:21]1[CH:22]=[CH:23][C:24]([O:31][CH3:32])=[C:25]([S:27](N)(=[O:29])=[O:28])[CH:26]=1)(=[O:20])[NH2:19].O, predict the reaction product. The product is: [Br:1][C:2]1[CH:7]=[CH:6][C:5]([CH2:8][CH2:9][NH:10][S:27]([C:25]2[CH:26]=[C:21]([CH:22]=[CH:23][C:24]=2[O:31][CH3:32])[C:18]([NH2:19])=[O:20])(=[O:29])=[O:28])=[CH:4][CH:3]=1. (4) Given the reactants [CH:1]1([CH2:4][O:5][C:6]2[CH:14]=[CH:13][C:9]3[O:10][CH2:11][O:12][C:8]=3[C:7]=2[C:15]2[C:16]3[NH:23][C:22]([CH3:24])=[C:21]([C:25](O)=[O:26])[C:17]=3[N:18]=[CH:19][N:20]=2)[CH2:3][CH2:2]1.CCN(C(C)C)C(C)C.[NH2:37][C@H:38]([CH2:68][C:69]1[CH:74]=[CH:73][C:72]([C:75]2[CH:80]=[CH:79][CH:78]=[CH:77][CH:76]=2)=[CH:71][CH:70]=1)[C:39]([N:41]1[CH2:46][CH2:45][CH:44]([N:47]2[N:56]=[C:55]([C:57]3[CH:62]=[CH:61][C:60]([O:63][CH3:64])=[C:59]([O:65][CH3:66])[CH:58]=3)[C@@H:54]3[C@@H:49]([CH2:50][CH2:51][CH2:52][CH2:53]3)[C:48]2=[O:67])[CH2:43][CH2:42]1)=[O:40].CCOC(C(C#N)=NOC(N1CCOCC1)=[N+](C)C)=O.F[P-](F)(F)(F)(F)F.C(=O)(O)[O-].[Na+], predict the reaction product. The product is: [C:72]1([C:75]2[CH:80]=[CH:79][CH:78]=[CH:77][CH:76]=2)[CH:73]=[CH:74][C:69]([CH2:68][C@@H:38]([NH:37][C:25]([C:21]2[C:17]3[N:18]=[CH:19][N:20]=[C:15]([C:7]4[C:8]5[O:12][CH2:11][O:10][C:9]=5[CH:13]=[CH:14][C:6]=4[O:5][CH2:4][CH:1]4[CH2:2][CH2:3]4)[C:16]=3[NH:23][C:22]=2[CH3:24])=[O:26])[C:39]([N:41]2[CH2:42][CH2:43][CH:44]([N:47]3[N:56]=[C:55]([C:57]4[CH:62]=[CH:61][C:60]([O:63][CH3:64])=[C:59]([O:65][CH3:66])[CH:58]=4)[C@@H:54]4[C@@H:49]([CH2:50][CH2:51][CH2:52][CH2:53]4)[C:48]3=[O:67])[CH2:45][CH2:46]2)=[O:40])=[CH:70][CH:71]=1. (5) The product is: [CH2:1]([O:5][C:6]([C:8]1[N:13]=[C:12]([C:20]2[CH:25]=[CH:24][CH:23]=[CH:22][CH:21]=2)[C:11]2[C:15]([CH3:18])=[N:16][S:17][C:10]=2[C:9]=1[OH:19])=[O:7])[CH2:2][CH2:3][CH3:4]. Given the reactants [CH2:1]([O:5][C:6]([C:8]1[N:13]=[C:12](Br)[C:11]2[C:15]([CH3:18])=[N:16][S:17][C:10]=2[C:9]=1[OH:19])=[O:7])[CH2:2][CH2:3][CH3:4].[C:20]1(B(O)O)[CH:25]=[CH:24][CH:23]=[CH:22][CH:21]=1, predict the reaction product. (6) Given the reactants [Cl:1][C:2]1[CH:7]=[CH:6][CH:5]=[CH:4][C:3]=1[C:8]1[C:12]([C:13]([OH:15])=O)=[C:11]([CH3:16])[O:10][N:9]=1.C(Cl)(=O)C(Cl)=O.C(N(CC)CC)C.[Cl:30][C:31]1[CH:36]=[C:35]([N+:37]([O-:39])=[O:38])[CH:34]=[CH:33][C:32]=1[N:40]1[CH2:45][CH2:44][NH:43][CH2:42][CH2:41]1, predict the reaction product. The product is: [Cl:30][C:31]1[CH:36]=[C:35]([N+:37]([O-:39])=[O:38])[CH:34]=[CH:33][C:32]=1[N:40]1[CH2:45][CH2:44][N:43]([C:13]([C:12]2[C:8]([C:3]3[CH:4]=[CH:5][CH:6]=[CH:7][C:2]=3[Cl:1])=[N:9][O:10][C:11]=2[CH3:16])=[O:15])[CH2:42][CH2:41]1. (7) Given the reactants FC(F)(F)C(O)=O.[NH:8]1[CH2:13][CH2:12][C:11](=[O:14])[CH2:10][CH2:9]1.[F:15][C:16]1[CH:24]=[CH:23][C:19]([C:20](O)=[O:21])=[CH:18][CH:17]=1, predict the reaction product. The product is: [F:15][C:16]1[CH:24]=[CH:23][C:19]([C:20]([N:8]2[CH2:13][CH2:12][C:11](=[O:14])[CH2:10][CH2:9]2)=[O:21])=[CH:18][CH:17]=1. (8) Given the reactants Br[C:2]1[CH:31]=[CH:30][C:5]([C:6]([N:8]([CH2:12][C:13]2[CH:29]=[CH:28][CH:27]=[CH:26][C:14]=2[O:15][CH2:16][CH2:17][CH2:18][CH2:19][CH2:20][C:21]([O:23][CH2:24][CH3:25])=[O:22])[CH:9]([CH3:11])[CH3:10])=[O:7])=[CH:4][CH:3]=1.Cl.[NH:33]1[CH2:37][CH2:36][CH2:35][CH2:34]1.C1C=CC(P(C2C(C3C(P(C4C=CC=CC=4)C4C=CC=CC=4)=CC=C4C=3C=CC=C4)=C3C(C=CC=C3)=CC=2)C2C=CC=CC=2)=CC=1.C([O-])([O-])=O.[Cs+].[Cs+], predict the reaction product. The product is: [CH:9]([N:8]([CH2:12][C:13]1[CH:29]=[CH:28][CH:27]=[CH:26][C:14]=1[O:15][CH2:16][CH2:17][CH2:18][CH2:19][CH2:20][C:21]([O:23][CH2:24][CH3:25])=[O:22])[C:6](=[O:7])[C:5]1[CH:30]=[CH:31][C:2]([N:33]2[CH2:37][CH2:36][CH2:35][CH2:34]2)=[CH:3][CH:4]=1)([CH3:11])[CH3:10]. (9) Given the reactants [NH2:1][C:2]1[NH:3][C:4](=[O:12])[C:5]2[S:10][C:9](=[O:11])[NH:8][C:6]=2[N:7]=1.[C:13]([O:21][CH2:22][C@@H:23]1[CH2:27][C@@H:26]([O:28][C:29](=[O:31])[CH3:30])[CH:25](OC(=O)C)[O:24]1)(=[O:20])[C:14]1[CH:19]=[CH:18][CH:17]=[CH:16][CH:15]=1.[Si](OS(C(F)(F)F)(=O)=O)(C)(C)C, predict the reaction product. The product is: [C:13]([O:21][CH2:22][C@@H:23]1[CH2:27][C@@H:26]([O:28][C:29](=[O:31])[CH3:30])[C@H:25]([N:8]2[C:6]3[N:7]=[C:2]([NH2:1])[NH:3][C:4](=[O:12])[C:5]=3[S:10][C:9]2=[O:11])[O:24]1)(=[O:20])[C:14]1[CH:19]=[CH:18][CH:17]=[CH:16][CH:15]=1. (10) Given the reactants [Br:1][CH:2]([CH2:6][CH2:7][O:8][CH2:9][CH2:10][O:11][CH3:12])[C:3]([OH:5])=O.[NH2:13][C:14]1[S:15][CH:16]=[C:17]([CH3:19])[N:18]=1.CCN(C(C)C)C(C)C.O, predict the reaction product. The product is: [Br:1][CH:2]([CH2:6][CH2:7][O:8][CH2:9][CH2:10][O:11][CH3:12])[C:3]([NH:13][C:14]1[S:15][CH:16]=[C:17]([CH3:19])[N:18]=1)=[O:5].